Dataset: Peptide-MHC class II binding affinity with 134,281 pairs from IEDB. Task: Regression. Given a peptide amino acid sequence and an MHC pseudo amino acid sequence, predict their binding affinity value. This is MHC class II binding data. (1) The peptide sequence is KLIGGIGGFIKVRQYDQILI. The MHC is HLA-DQA10401-DQB10402 with pseudo-sequence HLA-DQA10401-DQB10402. The binding affinity (normalized) is 0.288. (2) The peptide sequence is DSGKVIPEWCCRSCT. The binding affinity (normalized) is 0.444. The MHC is HLA-DQA10501-DQB10303 with pseudo-sequence HLA-DQA10501-DQB10303. (3) The peptide sequence is EAGKESCFCYFDCSK. The MHC is DRB1_0802 with pseudo-sequence DRB1_0802. The binding affinity (normalized) is 0.0622. (4) The peptide sequence is YQRSEEEKFPYIMGD. The MHC is DRB1_0901 with pseudo-sequence DRB1_0901. The binding affinity (normalized) is 0.537. (5) The peptide sequence is YDKFLANVSTVPTGK. The MHC is DRB1_1001 with pseudo-sequence DRB1_1001. The binding affinity (normalized) is 0.701. (6) The peptide sequence is IQHVSVNNLNVGRSPEEILR. The MHC is DRB1_1502 with pseudo-sequence DRB1_1502. The binding affinity (normalized) is 0. (7) The peptide sequence is ISPNSVFSQWRVVCESLEEYD. The MHC is DRB1_0405 with pseudo-sequence DRB1_0405. The binding affinity (normalized) is 0.580.